From a dataset of CYP2C9 inhibition data for predicting drug metabolism from PubChem BioAssay. Regression/Classification. Given a drug SMILES string, predict its absorption, distribution, metabolism, or excretion properties. Task type varies by dataset: regression for continuous measurements (e.g., permeability, clearance, half-life) or binary classification for categorical outcomes (e.g., BBB penetration, CYP inhibition). Dataset: cyp2c9_veith. (1) The compound is O=C(CC(=O)c1ccccc1)O[C@H]1CN2CCC1CC2. The result is 0 (non-inhibitor). (2) The result is 1 (inhibitor). The compound is C/C(=N\N1CCN(C2c3ccccc3-c3ccccc32)CC1)c1ccncc1. (3) The molecule is Cc1nc2cnc(Oc3cccc(Cl)c3)nc2n(C2CC2)c1=O. The result is 1 (inhibitor). (4) The compound is C/C=C(\C)C(=O)O[C@@H]1C(C)=C2[C@@H]3OC(=O)[C@](C)(O)[C@@]3(O)[C@H](OC(=O)CCC)C[C@](C)(OC(C)=O)[C@H]2[C@@H]1OC(=O)CCCCCCC. The result is 1 (inhibitor). (5) The molecule is Cc1c2c(nc3c(C(=O)NC4CCCC4)cnn13)CCCC2. The result is 0 (non-inhibitor). (6) The compound is CC(C)(C)c1cc(/C=C(\C#N)C(N)=S)cc(C(C)(C)C)c1O. The result is 1 (inhibitor).